Dataset: Catalyst prediction with 721,799 reactions and 888 catalyst types from USPTO. Task: Predict which catalyst facilitates the given reaction. (1) Reactant: [Al+3].[Cl-].[Cl-].[Cl-].[N+](C)([O-])=O.[CH3:9][O:10][C:11]1[CH:16]=[N:15][C:14]([N:17]2[CH:21]=[N:20][C:19]([NH:22][C:23](=[O:28])[C:24]([CH3:27])([CH3:26])[CH3:25])=[N:18]2)=[C:13]2[NH:29][CH:30]=[CH:31][C:12]=12.Cl[C:33](=[O:38])[C:34]([O:36][CH3:37])=[O:35]. Product: [CH3:9][O:10][C:11]1[CH:16]=[N:15][C:14]([N:17]2[CH:21]=[N:20][C:19]([NH:22][C:23](=[O:28])[C:24]([CH3:27])([CH3:26])[CH3:25])=[N:18]2)=[C:13]2[NH:29][CH:30]=[C:31]([C:33](=[O:38])[C:34]([O:36][CH3:37])=[O:35])[C:12]=12. The catalyst class is: 2. (2) Reactant: [C:1]([O:5][P:6]([CH:13]([C:15]1[CH:16]=[N:17][C:18]([CH3:30])=[C:19]([O:22]CC2C=CC=CC=2)[C:20]=1[CH3:21])[OH:14])(=[O:12])[O:7][C:8]([CH3:11])([CH3:10])[CH3:9])([CH3:4])([CH3:3])[CH3:2]. Product: [C:1]([O:5][P:6]([CH:13]([OH:14])[C:15]1[CH:16]=[N:17][C:18]([CH3:30])=[C:19]([OH:22])[C:20]=1[CH3:21])(=[O:12])[O:7][C:8]([CH3:11])([CH3:10])[CH3:9])([CH3:2])([CH3:3])[CH3:4]. The catalyst class is: 19. (3) Reactant: [CH3:1][O:2][C:3]1[CH:4]=[CH:5][C:6]([CH:10]2[CH2:19][CH2:18][C:17]3[C:12](=[CH:13][CH:14]=[C:15]([O:20][CH3:21])[CH:16]=3)[CH2:11]2)=[C:7](N)[CH:8]=1.S(=O)(=O)(O)O.N([O-])=O.[Na+].[I-:31].[K+].[I-].N. Product: [I:31][C:7]1[CH:8]=[C:3]([O:2][CH3:1])[CH:4]=[CH:5][C:6]=1[CH:10]1[CH2:19][CH2:18][C:17]2[C:12](=[CH:13][CH:14]=[C:15]([O:20][CH3:21])[CH:16]=2)[CH2:11]1. The catalyst class is: 211. (4) Reactant: [CH3:1][C:2]1[C:3]([C:12]2[CH:16]=[C:15]([NH2:17])[NH:14][N:13]=2)=[N:4][C:5]2[C:10]([N:11]=1)=[CH:9][CH:8]=[CH:7][CH:6]=2.[C:18]([O:24][CH2:25][CH3:26])(=[O:23])[CH2:19][C:20](O)=[O:21].Cl.C(N=C=NCCCN(C)C)C. Product: [CH3:1][C:2]1[C:3]([C:12]2[CH:16]=[C:15]([NH:17][C:20](=[O:21])[CH2:19][C:18]([O:24][CH2:25][CH3:26])=[O:23])[NH:14][N:13]=2)=[N:4][C:5]2[C:10]([N:11]=1)=[CH:9][CH:8]=[CH:7][CH:6]=2. The catalyst class is: 17. (5) Reactant: Cl.C[O:3][C:4]1[CH:5]=[CH:6][C:7]2[C:11]([O:12][C:13]3[CH:18]=[CH:17][C:16]([O:19][CH2:20][CH2:21][N:22]4[CH2:27][CH2:26][CH2:25][CH2:24][CH2:23]4)=[CH:15][CH:14]=3)=[C:10]([C:28]3[CH:33]=[CH:32][C:31]([C:34]([C:36]4[CH:41]=[CH:40][CH:39]=[CH:38][CH:37]=4)=[O:35])=[CH:30][CH:29]=3)[S:9][C:8]=2[CH:42]=1.B(Br)(Br)Br. Product: [OH:3][C:4]1[CH:5]=[CH:6][C:7]2[C:11]([O:12][C:13]3[CH:18]=[CH:17][C:16]([O:19][CH2:20][CH2:21][N:22]4[CH2:23][CH2:24][CH2:25][CH2:26][CH2:27]4)=[CH:15][CH:14]=3)=[C:10]([C:28]3[CH:33]=[CH:32][C:31]([C:34]([C:36]4[CH:41]=[CH:40][CH:39]=[CH:38][CH:37]=4)=[O:35])=[CH:30][CH:29]=3)[S:9][C:8]=2[CH:42]=1. The catalyst class is: 2. (6) Reactant: [Cl:1][C:2]1[CH:7]=[CH:6][C:5]([S:8]([N:11]([CH2:22][C:23]2[CH:31]=[CH:30][C:26]([C:27](O)=[O:28])=[CH:25][C:24]=2[F:32])[C@@H:12]2[CH2:18][C:17]([CH3:20])([CH3:19])[CH2:16][CH2:15][NH:14][C:13]2=[O:21])(=[O:10])=[O:9])=[CH:4][CH:3]=1.[H-].[H-].[H-].[H-].[Li+].[Al+3].O.[OH-].[Na+]. Product: [Cl:1][C:2]1[CH:7]=[CH:6][C:5]([S:8]([N:11]([C@@H:12]2[CH2:18][C:17]([CH3:19])([CH3:20])[CH2:16][CH2:15][NH:14][C:13]2=[O:21])[CH2:22][C:23]2[CH:31]=[CH:30][C:26]([CH2:27][OH:28])=[CH:25][C:24]=2[F:32])(=[O:9])=[O:10])=[CH:4][CH:3]=1. The catalyst class is: 1. (7) Reactant: [Br:1][C:2]1[CH:3]=[CH:4][C:5]([CH2:13]Br)=[C:6]([CH:12]=1)[C:7]([O:9]CC)=O.[NH2:15][C:16]1[CH:21]=[CH:20][C:19]([CH:22]([CH3:30])[C:23]([O:25][C:26]([CH3:29])([CH3:28])[CH3:27])=[O:24])=[CH:18][CH:17]=1.C(N(CC)C(C)C)(C)C. Product: [Br:1][C:2]1[CH:12]=[C:6]2[C:5]([CH2:13][N:15]([C:16]3[CH:17]=[CH:18][C:19]([CH:22]([CH3:30])[C:23]([O:25][C:26]([CH3:29])([CH3:28])[CH3:27])=[O:24])=[CH:20][CH:21]=3)[C:7]2=[O:9])=[CH:4][CH:3]=1. The catalyst class is: 8.